From a dataset of CYP2C9 inhibition data for predicting drug metabolism from PubChem BioAssay. Regression/Classification. Given a drug SMILES string, predict its absorption, distribution, metabolism, or excretion properties. Task type varies by dataset: regression for continuous measurements (e.g., permeability, clearance, half-life) or binary classification for categorical outcomes (e.g., BBB penetration, CYP inhibition). Dataset: cyp2c9_veith. The molecule is CCOC(=O)c1c(-c2ccccc2)cn2ccccc12. The result is 1 (inhibitor).